Dataset: NCI-60 drug combinations with 297,098 pairs across 59 cell lines. Task: Regression. Given two drug SMILES strings and cell line genomic features, predict the synergy score measuring deviation from expected non-interaction effect. (1) Drug 1: C1C(C(OC1N2C=C(C(=O)NC2=O)F)CO)O. Drug 2: C1CN(CCN1C(=O)CCBr)C(=O)CCBr. Cell line: HCT116. Synergy scores: CSS=47.9, Synergy_ZIP=-7.83, Synergy_Bliss=-5.67, Synergy_Loewe=-27.4, Synergy_HSA=-2.18. (2) Drug 1: C1CCC(CC1)NC(=O)N(CCCl)N=O. Drug 2: COC1=NC(=NC2=C1N=CN2C3C(C(C(O3)CO)O)O)N. Cell line: BT-549. Synergy scores: CSS=38.9, Synergy_ZIP=12.0, Synergy_Bliss=11.7, Synergy_Loewe=-1.16, Synergy_HSA=9.47.